Predict the reaction yield, written as a fraction of the theoretical maximum amount of product (1.0 means a 100% yield; for example, 0.34 means a 34% yield). From a dataset of Reaction yield outcomes from USPTO patents with 853,638 reactions. (1) The reactants are [O:1]1[C:5]2[CH:6]=[CH:7][C:8]([C:10]3([CH:16]=O)[CH2:15][CH2:14][CH2:13][CH2:12][CH2:11]3)=[CH:9][C:4]=2[O:3][CH2:2]1.[CH3:18][NH2:19]. No catalyst specified. The product is [O:1]1[C:5]2[CH:6]=[CH:7][C:8]([C:10]3([CH2:16][NH:19][CH3:18])[CH2:15][CH2:14][CH2:13][CH2:12][CH2:11]3)=[CH:9][C:4]=2[O:3][CH2:2]1. The yield is 0.880. (2) The reactants are [CH2:1]([O:3][C:4](=[O:42])[CH:5]([N:7]([O:35][C:36]1[CH:41]=[CH:40][CH:39]=[CH:38][CH:37]=1)[PH:8]([CH2:10][C:11]([CH3:34])=[CH:12][CH2:13][C:14]1[C:15]([O:27]CC[Si](C)(C)C)=[C:16]2[C:20](=[C:21]([CH3:25])[C:22]=1[CH2:23][CH3:24])[CH2:19][O:18][C:17]2=[O:26])=[O:9])[CH3:6])[CH3:2].N1C=CC=CC=1. The catalyst is C(O)(C(F)(F)F)=O.C(Cl)Cl. The product is [CH2:1]([O:3][C:4](=[O:42])[CH:5]([N:7]([O:35][C:36]1[CH:41]=[CH:40][CH:39]=[CH:38][CH:37]=1)[PH:8]([CH2:10][C:11]([CH3:34])=[CH:12][CH2:13][C:14]1[C:15]([OH:27])=[C:16]2[C:20](=[C:21]([CH3:25])[C:22]=1[CH2:23][CH3:24])[CH2:19][O:18][C:17]2=[O:26])=[O:9])[CH3:6])[CH3:2]. The yield is 0.870. (3) The yield is 0.950. The reactants are [N:1]([CH2:4][CH:5]([S:10]([OH:13])(=[O:12])=[O:11])[CH2:6][C:7]([OH:9])=[O:8])=[N+]=[N-]. The catalyst is [Pd].CO. The product is [NH2:1][CH2:4][CH:5]([S:10]([OH:13])(=[O:11])=[O:12])[CH2:6][C:7]([OH:9])=[O:8]. (4) The reactants are [O:1]=[C:2]1[C:7]([C:8]([OH:10])=O)=[CH:6][C:5]([C:11]2[CH:16]=[CH:15][CH:14]=[CH:13][CH:12]=2)=[CH:4][NH:3]1.[NH2:17][C:18]1[CH:23]=[CH:22][CH:21]=[CH:20][CH:19]=1.OC1C2N=NNC=2C=CC=1.CN(C1C=CC=CN=1)C.C(Cl)CCl. The catalyst is O1CCCC1. The product is [C:18]1([NH:17][C:8]([C:7]2[C:2](=[O:1])[NH:3][CH:4]=[C:5]([C:11]3[CH:16]=[CH:15][CH:14]=[CH:13][CH:12]=3)[CH:6]=2)=[O:10])[CH:23]=[CH:22][CH:21]=[CH:20][CH:19]=1. The yield is 0.340. (5) The reactants are Br[CH2:2][CH:3]1[CH2:8][CH2:7][CH2:6][CH2:5][CH2:4]1.[O:9]=[CH:10][C:11]1[CH:19]=[CH:18][C:16]([OH:17])=[C:13]([O:14][CH3:15])[CH:12]=1.C(=O)([O-])[O-].[K+].[K+]. The catalyst is CCO. The product is [CH:3]1([CH2:2][O:17][C:16]2[CH:18]=[CH:19][C:11]([CH:10]=[O:9])=[CH:12][C:13]=2[O:14][CH3:15])[CH2:8][CH2:7][CH2:6][CH2:5][CH2:4]1. The yield is 0.930. (6) The reactants are [NH2:1][CH2:2][C:3]1[N:4]=[C:5]([NH:8][C:9]([NH:11][C:12]2[CH:17]=[CH:16][C:15]([CH3:18])=[CH:14][C:13]=2[C:19]([CH:21]2[CH2:25][CH2:24][CH2:23][CH2:22]2)=[O:20])=[O:10])[S:6][CH:7]=1.[N:26]1([C:31](N)=[NH:32])C=CC=C1.CCN(C(C)C)C(C)C. The catalyst is C1COCC1. The product is [CH:21]1([C:19]([C:13]2[CH:14]=[C:15]([CH3:18])[CH:16]=[CH:17][C:12]=2[NH:11][C:9]([NH:8][C:5]2[S:6][CH:7]=[C:3]([CH2:2][NH:1][C:31]([NH2:32])=[NH:26])[N:4]=2)=[O:10])=[O:20])[CH2:25][CH2:24][CH2:23][CH2:22]1. The yield is 0.880. (7) The catalyst is C(OCC)(=O)C. The product is [CH2:13]([C:15]1[N:16]=[C:17]([CH3:47])[N:18]([C:37]2[CH:38]=[CH:39][C:40]([O:43][CH:44]([CH3:46])[CH3:45])=[CH:41][CH:42]=2)[C:19](=[O:36])[C:20]=1[CH2:21][C:22]1[CH:23]=[CH:24][C:25]([C:28]2[CH:33]=[CH:32][CH:31]=[CH:30][C:29]=2[C:34]2[NH:3][C:4](=[O:7])[O:5][N:35]=2)=[CH:26][CH:27]=1)[CH3:14]. The reactants are [Cl-].O[NH3+:3].[C:4](=[O:7])([O-])[OH:5].[Na+].CS(C)=O.[CH2:13]([C:15]1[N:16]=[C:17]([CH3:47])[N:18]([C:37]2[CH:42]=[CH:41][C:40]([O:43][CH:44]([CH3:46])[CH3:45])=[CH:39][CH:38]=2)[C:19](=[O:36])[C:20]=1[CH2:21][C:22]1[CH:27]=[CH:26][C:25]([C:28]2[C:29]([C:34]#[N:35])=[CH:30][CH:31]=[CH:32][CH:33]=2)=[CH:24][CH:23]=1)[CH3:14]. The yield is 0.810.